Dataset: NCI-60 drug combinations with 297,098 pairs across 59 cell lines. Task: Regression. Given two drug SMILES strings and cell line genomic features, predict the synergy score measuring deviation from expected non-interaction effect. (1) Drug 2: C(CCl)NC(=O)N(CCCl)N=O. Synergy scores: CSS=15.0, Synergy_ZIP=-3.17, Synergy_Bliss=-1.57, Synergy_Loewe=5.52, Synergy_HSA=2.24. Cell line: KM12. Drug 1: CC1=C(C=C(C=C1)C(=O)NC2=CC(=CC(=C2)C(F)(F)F)N3C=C(N=C3)C)NC4=NC=CC(=N4)C5=CN=CC=C5. (2) Drug 1: CCN(CC)CCNC(=O)C1=C(NC(=C1C)C=C2C3=C(C=CC(=C3)F)NC2=O)C. Drug 2: CCC1(C2=C(COC1=O)C(=O)N3CC4=CC5=C(C=CC(=C5CN(C)C)O)N=C4C3=C2)O.Cl. Cell line: MOLT-4. Synergy scores: CSS=62.1, Synergy_ZIP=-3.64, Synergy_Bliss=-6.84, Synergy_Loewe=-18.5, Synergy_HSA=-3.41. (3) Drug 1: CC(CN1CC(=O)NC(=O)C1)N2CC(=O)NC(=O)C2. Drug 2: C(CCl)NC(=O)N(CCCl)N=O. Cell line: DU-145. Synergy scores: CSS=9.21, Synergy_ZIP=-0.389, Synergy_Bliss=4.49, Synergy_Loewe=-3.16, Synergy_HSA=1.72. (4) Drug 1: CN1CCC(CC1)COC2=C(C=C3C(=C2)N=CN=C3NC4=C(C=C(C=C4)Br)F)OC. Drug 2: CC1C(C(CC(O1)OC2CC(OC(C2O)C)OC3=CC4=CC5=C(C(=O)C(C(C5)C(C(=O)C(C(C)O)O)OC)OC6CC(C(C(O6)C)O)OC7CC(C(C(O7)C)O)OC8CC(C(C(O8)C)O)(C)O)C(=C4C(=C3C)O)O)O)O. Cell line: OVCAR3. Synergy scores: CSS=52.3, Synergy_ZIP=18.3, Synergy_Bliss=22.5, Synergy_Loewe=23.6, Synergy_HSA=23.6. (5) Drug 1: CC1=C(C(CCC1)(C)C)C=CC(=CC=CC(=CC(=O)O)C)C. Drug 2: CN1C(=O)N2C=NC(=C2N=N1)C(=O)N. Cell line: SK-MEL-5. Synergy scores: CSS=5.28, Synergy_ZIP=1.09, Synergy_Bliss=6.03, Synergy_Loewe=2.33, Synergy_HSA=1.60. (6) Drug 1: CC1C(C(CC(O1)OC2CC(CC3=C2C(=C4C(=C3O)C(=O)C5=CC=CC=C5C4=O)O)(C(=O)C)O)N)O. Drug 2: CC1C(C(CC(O1)OC2CC(CC3=C2C(=C4C(=C3O)C(=O)C5=C(C4=O)C(=CC=C5)OC)O)(C(=O)CO)O)N)O.Cl. Cell line: SK-OV-3. Synergy scores: CSS=44.5, Synergy_ZIP=-2.19, Synergy_Bliss=-0.849, Synergy_Loewe=0.835, Synergy_HSA=2.46.